From a dataset of Reaction yield outcomes from USPTO patents with 853,638 reactions. Predict the reaction yield, written as a fraction of the theoretical maximum amount of product (1.0 means a 100% yield; for example, 0.34 means a 34% yield). The reactants are [OH:1][C:2]1[CH:3]=[C:4]([CH3:10])[C:5](C#N)=[N:6][CH:7]=1.[C:11](=[O:14])([O-])[O-:12].[Cs+].[Cs+].FC(F)(F)S(O[CH2:23][C:24]([F:27])([F:26])[F:25])(=O)=O.[OH-].[Na+]. The catalyst is CN(C=O)C.O.CCOC(C)=O.CCOCC. The product is [CH3:10][C:4]1[C:5]([C:11]([OH:12])=[O:14])=[N:6][CH:7]=[C:2]([O:1][CH2:23][C:24]([F:27])([F:26])[F:25])[CH:3]=1. The yield is 0.880.